From a dataset of Forward reaction prediction with 1.9M reactions from USPTO patents (1976-2016). Predict the product of the given reaction. (1) Given the reactants [Cl:1][C:2]1[CH:7]=[CH:6][C:5]([C:8]2[CH:13]=[CH:12][CH:11]=[CH:10][C:9]=2[O:14][C@@H:15]([CH3:20])[C:16]([O:18]C)=[O:17])=[CH:4][C:3]=1[C:21]([NH:23][CH2:24][C:25]12[CH2:34][CH:29]3[CH2:30][CH:31]([CH2:33][CH:27]([CH2:28]3)[CH2:26]1)[CH2:32]2)=[O:22].Cl, predict the reaction product. The product is: [Cl:1][C:2]1[CH:7]=[CH:6][C:5]([C:8]2[CH:13]=[CH:12][CH:11]=[CH:10][C:9]=2[O:14][C@@H:15]([CH3:20])[C:16]([OH:18])=[O:17])=[CH:4][C:3]=1[C:21]([NH:23][CH2:24][C:25]12[CH2:32][CH:31]3[CH2:33][CH:27]([CH2:28][CH:29]([CH2:30]3)[CH2:34]1)[CH2:26]2)=[O:22]. (2) Given the reactants [Br:1][C:2]1[CH:3]=[C:4]([CH2:8][N:9](CC2C=CC(OC)=CC=2OC)[C:10]([NH:12][C:13]2[S:14][CH:15]=[C:16]([CH2:18][O:19][CH2:20][CH2:21][O:22][CH3:23])[N:17]=2)=[O:11])[S:5][C:6]=1[Br:7].C(O)(C(F)(F)F)=O.C1(OC)C=CC=CC=1, predict the reaction product. The product is: [Br:1][C:2]1[CH:3]=[C:4]([CH2:8][NH:9][C:10]([NH:12][C:13]2[S:14][CH:15]=[C:16]([CH2:18][O:19][CH2:20][CH2:21][O:22][CH3:23])[N:17]=2)=[O:11])[S:5][C:6]=1[Br:7]. (3) Given the reactants O[CH:2]=[C:3]1[C:11]2[C:6](=[CH:7][C:8]([C:12]([C:14]3[CH:19]=[CH:18][C:17]([NH:20][C:21](=[O:23])[CH3:22])=[CH:16][CH:15]=3)=[O:13])=[CH:9][CH:10]=2)[NH:5][C:4]1=[O:24].[NH2:25][C:26]1[CH:27]=[C:28]([OH:32])[CH:29]=[CH:30][CH:31]=1, predict the reaction product. The product is: [OH:32][C:28]1[CH:27]=[C:26]([NH:25][CH:2]=[C:3]2[C:11]3[C:6](=[CH:7][C:8]([C:12]([C:14]4[CH:19]=[CH:18][C:17]([NH:20][C:21](=[O:23])[CH3:22])=[CH:16][CH:15]=4)=[O:13])=[CH:9][CH:10]=3)[NH:5][C:4]2=[O:24])[CH:31]=[CH:30][CH:29]=1. (4) Given the reactants [CH3:1][O:2][C:3]([C:5]1[CH2:9][C@H:8]([NH:10][C:11]([O:13][C:14]([CH3:17])([CH3:16])[CH3:15])=[O:12])[CH2:7][CH:6]=1)=[O:4].CO[CH2:20][N:21]([CH2:27][C:28]1[CH:33]=[CH:32][CH:31]=[CH:30][CH:29]=1)[CH2:22][Si](C)(C)C.C(O)(C(F)(F)F)=O, predict the reaction product. The product is: [CH2:27]([N:21]1[CH2:22][C@@:5]2([C:3]([O:2][CH3:1])=[O:4])[CH2:9][C@H:8]([NH:10][C:11]([O:13][C:14]([CH3:17])([CH3:16])[CH3:15])=[O:12])[CH2:7][C@H:6]2[CH2:20]1)[C:28]1[CH:33]=[CH:32][CH:31]=[CH:30][CH:29]=1. (5) Given the reactants [Cl:1][C:2]([Cl:7])(Cl)[C:3](Cl)=[O:4].[CH2:8]=[C:9]1[CH2:12][CH2:11][CH2:10]1, predict the reaction product. The product is: [Cl:1][C:2]1([Cl:7])[C:9]2([CH2:12][CH2:11][CH2:10]2)[CH2:8][C:3]1=[O:4]. (6) Given the reactants [CH3:1][N:2]([CH3:31])[CH2:3][CH2:4][N:5]1[C:9]2=[CH:10][CH:11]=[C:12]3[C:17]([N:16]=[C:15]([C:18]4[CH:24]=[CH:23][C:21]([NH2:22])=[CH:20][CH:19]=4)[N:14]=[C:13]3[N:25]3[CH2:30][CH2:29][O:28][CH2:27][CH2:26]3)=[C:8]2[CH:7]=[CH:6]1.ClC(Cl)(O[C:36](=[O:42])OC(Cl)(Cl)Cl)Cl.[NH2:44][C:45]1[CH:46]=[N:47][CH:48]=[CH:49][CH:50]=1, predict the reaction product. The product is: [CH3:1][N:2]([CH3:31])[CH2:3][CH2:4][N:5]1[C:9]2=[CH:10][CH:11]=[C:12]3[C:17]([N:16]=[C:15]([C:18]4[CH:19]=[CH:20][C:21]([NH:22][C:36]([NH:44][C:45]5[CH:46]=[N:47][CH:48]=[CH:49][CH:50]=5)=[O:42])=[CH:23][CH:24]=4)[N:14]=[C:13]3[N:25]3[CH2:30][CH2:29][O:28][CH2:27][CH2:26]3)=[C:8]2[CH:7]=[CH:6]1.